From a dataset of Aqueous solubility values for 9,982 compounds from the AqSolDB database. Regression/Classification. Given a drug SMILES string, predict its absorption, distribution, metabolism, or excretion properties. Task type varies by dataset: regression for continuous measurements (e.g., permeability, clearance, half-life) or binary classification for categorical outcomes (e.g., BBB penetration, CYP inhibition). For this dataset (solubility_aqsoldb), we predict Y. The molecule is COc1ccc2cc(C(C)C(=O)OCCCCN3CCN(C)CC3)ccc2c1. The Y is -1.29 log mol/L.